The task is: Predict the reaction yield, written as a fraction of the theoretical maximum amount of product (1.0 means a 100% yield; for example, 0.34 means a 34% yield).. This data is from Reaction yield outcomes from USPTO patents with 853,638 reactions. (1) The reactants are [Cl:1][C:2]1[C:10]([F:11])=[C:9]2[C:5]([CH:6]=[CH:7][NH:8]2)=[CH:4][CH:3]=1.CNCCNC.P([O-])([O-])([O-])=O.[K+].[K+].[K+].Br[C:27]1[CH:28]=[N:29][N:30]([CH2:32][CH2:33][CH3:34])[CH:31]=1. The catalyst is C1(C)C=CC=CC=1.CCOC(C)=O.[Cu]I. The product is [Cl:1][C:2]1[C:10]([F:11])=[C:9]2[C:5]([CH:6]=[CH:7][N:8]2[C:27]2[CH:28]=[N:29][N:30]([CH2:32][CH2:33][CH3:34])[CH:31]=2)=[CH:4][CH:3]=1. The yield is 0.720. (2) The reactants are [N:1]1([C:6]2[N:11]=[C:10]([C:12]3[CH:17]=[CH:16][C:15]([O:18][C:19]4[CH:24]=[CH:23][C:22]([F:25])=[CH:21][CH:20]=4)=[CH:14][CH:13]=3)[N:9]=[C:8]([C:26]([NH2:28])=[O:27])[CH:7]=2)[CH2:5][CH:4]=[CH:3][CH2:2]1.C1C=C(Cl)C=C(C(OO)=[O:37])C=1. The catalyst is C(Cl)Cl. The product is [CH:4]12[O:37][CH:3]1[CH2:2][N:1]([C:6]1[N:11]=[C:10]([C:12]3[CH:17]=[CH:16][C:15]([O:18][C:19]4[CH:24]=[CH:23][C:22]([F:25])=[CH:21][CH:20]=4)=[CH:14][CH:13]=3)[N:9]=[C:8]([C:26]([NH2:28])=[O:27])[CH:7]=1)[CH2:5]2. The yield is 0.150. (3) The reactants are ClC1C=CC=C(Cl)[C:3]=1[N:9]1C=C2C(NC3C=C(NC)N=CN=3)=NC=CC2=N1.Cl[C:28]1[N:33]=[C:32]([NH:34][C:35]2[C:40]3=[CH:41][N:42]([C:44]4[C:49]([Cl:50])=[CH:48][CH:47]=[CH:46][C:45]=4[Cl:51])[N:43]=[C:39]3[CH:38]=[CH:37][N:36]=2)[CH:31]=[C:30]([CH3:52])[N:29]=1.CN. No catalyst specified. The product is [Cl:51][C:45]1[CH:46]=[CH:47][CH:48]=[C:49]([Cl:50])[C:44]=1[N:42]1[CH:41]=[C:40]2[C:35]([NH:34][C:32]3[CH:31]=[C:30]([CH3:52])[N:29]=[C:28]([NH:9][CH3:3])[N:33]=3)=[N:36][CH:37]=[CH:38][C:39]2=[N:43]1. The yield is 0.330. (4) The reactants are Br[C:2]1[CH:7]=[CH:6][C:5]([F:8])=[CH:4][N:3]=1.C[Sn](C)C.C[Sn](C)C.Cl[C:18]1[N:23]=[C:22]([NH:24][C:25]([CH:27]2[CH2:29][CH2:28]2)=[O:26])[CH:21]=[N:20][C:19]=1[C:30]1[CH:35]=[CH:34][N:33]=[CH:32][C:31]=1[F:36]. The catalyst is C1C=CC([P]([Pd]([P](C2C=CC=CC=2)(C2C=CC=CC=2)C2C=CC=CC=2)([P](C2C=CC=CC=2)(C2C=CC=CC=2)C2C=CC=CC=2)[P](C2C=CC=CC=2)(C2C=CC=CC=2)C2C=CC=CC=2)(C2C=CC=CC=2)C2C=CC=CC=2)=CC=1.C1(C)C=CC=CC=1. The product is [F:36][C:31]1[CH:32]=[N:33][CH:34]=[CH:35][C:30]=1[C:19]1[N:20]=[CH:21][C:22]([NH:24][C:25]([CH:27]2[CH2:29][CH2:28]2)=[O:26])=[N:23][C:18]=1[C:2]1[CH:7]=[CH:6][C:5]([F:8])=[CH:4][N:3]=1. The yield is 0.150. (5) The reactants are [CH3:1][O:2][C:3](=[O:12])[CH2:4][C:5]1[CH:10]=[CH:9][CH:8]=[CH:7][C:6]=1I.C[Si]([C:17]#[CH:18])(C)C. The catalyst is CN(C=O)C.[Cu]I.C1C=CC([P]([Pd]([P](C2C=CC=CC=2)(C2C=CC=CC=2)C2C=CC=CC=2)([P](C2C=CC=CC=2)(C2C=CC=CC=2)C2C=CC=CC=2)[P](C2C=CC=CC=2)(C2C=CC=CC=2)C2C=CC=CC=2)(C2C=CC=CC=2)C2C=CC=CC=2)=CC=1. The product is [CH3:1][O:2][C:3](=[O:12])[CH2:4][C:5]1[CH:10]=[CH:9][CH:8]=[CH:7][C:6]=1[C:17]#[CH:18]. The yield is 0.520.